Dataset: Full USPTO retrosynthesis dataset with 1.9M reactions from patents (1976-2016). Task: Predict the reactants needed to synthesize the given product. (1) The reactants are: C(OC1N=NC(CC2C=CC(F)=CC=2)=CC=1OCC1C=CC=CC=1)C1C=CC=CC=1.[CH2:31]([O:38][C:39]1[N:40]=[N:41][C:42](Cl)=[CH:43][C:44]=1[O:45][CH2:46][C:47]1[CH:52]=[CH:51][CH:50]=[CH:49][CH:48]=1)[C:32]1[CH:37]=[CH:36][CH:35]=[CH:34][CH:33]=1.[Cl-].[F:55][C:56]([F:66])([F:65])[C:57]1[CH:58]=[C:59]([CH:62]=[CH:63][CH:64]=1)[CH2:60][Zn+]. Given the product [CH2:31]([O:38][C:39]1[N:40]=[N:41][C:42]([CH2:60][C:59]2[CH:62]=[CH:63][CH:64]=[C:57]([C:56]([F:55])([F:65])[F:66])[CH:58]=2)=[CH:43][C:44]=1[O:45][CH2:46][C:47]1[CH:52]=[CH:51][CH:50]=[CH:49][CH:48]=1)[C:32]1[CH:37]=[CH:36][CH:35]=[CH:34][CH:33]=1, predict the reactants needed to synthesize it. (2) Given the product [C:1]12([C:11]3[C:12]([OH:18])=[C:13]([CH:14]=[C:15]([CH3:17])[CH:16]=3)[C:27]([NH:26][C:24]3[CH:23]=[CH:22][C:21]([S:29][C:30]([F:31])([F:32])[F:33])=[C:20]([Cl:19])[CH:25]=3)=[O:28])[CH2:8][CH:7]3[CH2:9][CH:3]([CH2:4][CH:5]([CH2:6]3)[CH2:10]1)[CH2:2]2, predict the reactants needed to synthesize it. The reactants are: [C:1]12([C:11]3[CH:16]=[C:15]([CH3:17])[CH:14]=[CH:13][C:12]=3[OH:18])[CH2:10][CH:5]3[CH2:6][CH:7]([CH2:9][CH:3]([CH2:4]3)[CH2:2]1)[CH2:8]2.[Cl:19][C:20]1[CH:25]=[C:24]([N:26]=[C:27]=[O:28])[CH:23]=[CH:22][C:21]=1[S:29][C:30]([F:33])([F:32])[F:31]. (3) The reactants are: [Cl:1][C:2]1[CH:28]=[CH:27][C:5]([CH2:6][NH:7][C:8]2[N:12]([CH3:13])[C:11]3[CH:14]=[CH:15][C:16]([N:18]([C:20]4[CH:25]=[CH:24][N:23]=[C:22](Cl)[N:21]=4)[CH3:19])=[CH:17][C:10]=3[N:9]=2)=[CH:4][CH:3]=1.[NH2:29][C:30]1[CH:31]=[C:32]([S:36]([NH2:39])(=[O:38])=[O:37])[CH:33]=[CH:34][CH:35]=1. Given the product [ClH:1].[Cl:1][C:2]1[CH:3]=[CH:4][C:5]([CH2:6][NH:7][C:8]2[N:12]([CH3:13])[C:11]3[CH:14]=[CH:15][C:16]([N:18]([CH3:19])[C:20]4[CH:25]=[CH:24][N:23]=[C:22]([NH:29][C:30]5[CH:31]=[C:32]([S:36]([NH2:39])(=[O:37])=[O:38])[CH:33]=[CH:34][CH:35]=5)[N:21]=4)=[CH:17][C:10]=3[N:9]=2)=[CH:27][CH:28]=1, predict the reactants needed to synthesize it. (4) Given the product [Cl:6][C:7]1[CH:12]=[CH:11][C:10]([S:13]([CH2:16][CH2:17][CH2:18][CH2:19][CH2:20][N:21]2[C:29]3[C:28]([CH3:30])=[C:27]([CH3:31])[N:26]=[C:25]([NH2:5])[C:24]=3[N:23]=[C:22]2[CH2:39][CH2:40][CH3:41])(=[O:15])=[O:14])=[CH:9][CH:8]=1, predict the reactants needed to synthesize it. The reactants are: C([O-])(=O)C.[NH4+:5].[Cl:6][C:7]1[CH:12]=[CH:11][C:10]([S:13]([CH2:16][CH2:17][CH2:18][CH2:19][CH2:20][N:21]2[C:29]3[C:28]([CH3:30])=[C:27]([CH3:31])[N:26]=[C:25](OC4C=CC=CC=4)[C:24]=3[N:23]=[C:22]2[CH2:39][CH2:40][CH3:41])(=[O:15])=[O:14])=[CH:9][CH:8]=1. (5) Given the product [CH3:15][O:14][N:13]=[C:11]1[CH2:10][C@@H:9]([C:16]2[O:18][N:23]=[C:21]([CH3:22])[N:20]=2)[N:8]([C:6]([C:35]2[CH:34]=[CH:33][C:32]([C:27]3[CH:28]=[CH:29][CH:30]=[CH:31][C:26]=3[C:25]([F:24])([F:41])[F:42])=[CH:37][CH:36]=2)=[O:7])[CH2:12]1, predict the reactants needed to synthesize it. The reactants are: C(O[C:6]([N:8]1[CH2:12][C:11](=[N:13][O:14][CH3:15])[CH2:10][C@H:9]1[C:16]([OH:18])=O)=[O:7])(C)(C)C.O[N:20]=[C:21]([NH2:23])[CH3:22].[F:24][C:25]([F:42])([F:41])[C:26]1[CH:31]=[CH:30][CH:29]=[CH:28][C:27]=1[C:32]1[CH:37]=[CH:36][C:35](C(O)=O)=[CH:34][CH:33]=1. (6) Given the product [Cl:24][C:18]1[CH:19]=[C:20]([Cl:23])[CH:21]=[CH:22][C:17]=1[C:5]1[C:6]([C:15]#[N:16])=[C:7]([N:9]2[CH2:14][CH2:13][O:12][CH2:11][CH2:10]2)[S:8][C:4]=1[C:1](=[O:3])[CH:2]=[CH:27][N:28]([CH3:30])[CH3:29], predict the reactants needed to synthesize it. The reactants are: [C:1]([C:4]1[S:8][C:7]([N:9]2[CH2:14][CH2:13][O:12][CH2:11][CH2:10]2)=[C:6]([C:15]#[N:16])[C:5]=1[C:17]1[CH:22]=[CH:21][C:20]([Cl:23])=[CH:19][C:18]=1[Cl:24])(=[O:3])[CH3:2].CO[CH:27](OC)[N:28]([CH3:30])[CH3:29].